This data is from Reaction yield outcomes from USPTO patents with 853,638 reactions. The task is: Predict the reaction yield, written as a fraction of the theoretical maximum amount of product (1.0 means a 100% yield; for example, 0.34 means a 34% yield). (1) The reactants are C[O:2][C:3](=[O:27])[CH2:4][O:5][C:6]1[CH:26]=[CH:25][C:9]2[C:10]([CH3:24])([CH3:23])[C:11]3[NH:12][C:13]4[C:18]([C:19]=3[C:20](=[O:21])[C:8]=2[CH:7]=1)=[CH:17][CH:16]=[C:15]([Br:22])[CH:14]=4.COC(=O)CO.[OH-].[Na+].Cl. The catalyst is CO. The product is [Br:22][C:15]1[CH:14]=[C:13]2[C:18]([C:19]3[C:20](=[O:21])[C:8]4[CH:7]=[C:6]([O:5][CH2:4][C:3]([OH:27])=[O:2])[CH:26]=[CH:25][C:9]=4[C:10]([CH3:24])([CH3:23])[C:11]=3[NH:12]2)=[CH:17][CH:16]=1. The yield is 0.480. (2) The reactants are [Cl:1][C:2]1[C:7]([C:8]2[C:9](=[O:34])[NH:10][C:11](=[O:33])[N:12]([CH2:14][CH2:15][CH2:16][N:17]3[CH2:22][C@H:21]4[C@:19]([C:23]5[CH:28]=[CH:27][C:26]([C:29]([F:32])([F:31])[F:30])=[CH:25][CH:24]=5)([CH2:20]4)[CH2:18]3)[CH:13]=2)=[CH:6][CH:5]=[CH:4][N:3]=1.[ClH:35]. The catalyst is O1CCOCC1. The product is [ClH:1].[ClH:35].[Cl:1][C:2]1[C:7]([C:8]2[C:9](=[O:34])[NH:10][C:11](=[O:33])[N:12]([CH2:14][CH2:15][CH2:16][N:17]3[CH2:22][C@H:21]4[C@:19]([C:23]5[CH:28]=[CH:27][C:26]([C:29]([F:32])([F:31])[F:30])=[CH:25][CH:24]=5)([CH2:20]4)[CH2:18]3)[CH:13]=2)=[CH:6][CH:5]=[CH:4][N:3]=1. The yield is 0.980. (3) The reactants are [CH:1]1([C:7](=[O:14])[C:8]#[C:9][C:10]([O:12][CH3:13])=[O:11])[CH2:6][CH2:5][CH2:4][CH2:3][CH2:2]1.O[CH:16](C)[C:17]#[C:18][C:19]1C(=O)O[C:22]2[C:27]([CH:28]=1)=[CH:26][CH:25]=[C:24](OC)[CH:23]=2.C1C=CC(P(C2C=CC=CC=2)C2C=CC=CC=2)=CC=1.CC#[N:54]. No catalyst specified. The product is [CH:1]1([C:7]([C:8]2[C:23]3[C:13](=[C:19]4[CH2:18][CH2:17][CH2:16][N:54]5[CH2:24][CH2:25][CH2:26][C:27]([CH:22]=3)=[C:28]45)[O:12][C:10](=[O:11])[CH:9]=2)=[O:14])[CH2:6][CH2:5][CH2:4][CH2:3][CH2:2]1. The yield is 0.130. (4) The reactants are [CH3:1][N:2]1[C:7](=[O:8])[C:6]2[C:9]([C:30]3[CH:35]=[CH:34][CH:33]=[CH:32][CH:31]=3)=[C:10]([C:12]3[CH:17]=[CH:16][C:15]([C:18]4([NH:22][C:23](=[O:29])[O:24][C:25]([CH3:28])([CH3:27])[CH3:26])[CH2:21][CH2:20][CH2:19]4)=[CH:14][CH:13]=3)[O:11][C:5]=2[N:4]=[C:3]1S(C)(=O)=O.[NH:40]1[CH2:44][CH2:43][C@H:42]([OH:45])[CH2:41]1. The catalyst is CN(C=O)C.O. The product is [OH:45][C@H:42]1[CH2:43][CH2:44][N:40]([C:3]2[N:2]([CH3:1])[C:7](=[O:8])[C:6]3[C:9]([C:30]4[CH:35]=[CH:34][CH:33]=[CH:32][CH:31]=4)=[C:10]([C:12]4[CH:13]=[CH:14][C:15]([C:18]5([NH:22][C:23](=[O:29])[O:24][C:25]([CH3:28])([CH3:27])[CH3:26])[CH2:19][CH2:20][CH2:21]5)=[CH:16][CH:17]=4)[O:11][C:5]=3[N:4]=2)[CH2:41]1. The yield is 0.330.